From a dataset of Reaction yield outcomes from USPTO patents with 853,638 reactions. Predict the reaction yield, written as a fraction of the theoretical maximum amount of product (1.0 means a 100% yield; for example, 0.34 means a 34% yield). (1) The yield is 0.540. The catalyst is [Cu]I.Cl[Pd](Cl)([P](C1C=CC=CC=1)(C1C=CC=CC=1)C1C=CC=CC=1)[P](C1C=CC=CC=1)(C1C=CC=CC=1)C1C=CC=CC=1. The product is [CH2:1]([O:8][C:9]1([C:12]2[CH:13]=[CH:14][C:15]([C:18]#[C:19][C:20]3[CH:25]=[CH:24][C:23]([C:34]([O:33][CH2:31][CH3:32])=[O:42])=[CH:22][CH:21]=3)=[CH:16][C:17]=2[CH3:43])[CH2:10][CH2:11]1)[C:2]1[CH:3]=[CH:4][CH:5]=[CH:6][CH:7]=1. The reactants are [CH2:1]([O:8][C:9]1([C:12]2[CH:17]=[CH:16][C:15]([C:18]#[C:19][C:20]3[CH:25]=[CH:24][C:23](CC(OC)=O)=[CH:22][CH:21]=3)=[CH:14][CH:13]=2)[CH2:11][CH2:10]1)[C:2]1[CH:7]=[CH:6][CH:5]=[CH:4][CH:3]=1.[CH2:31]([O:33][C:34](=[O:42])C1C=CC(I)=CC=1)[CH3:32].[CH2:43](N(CC)CC)C. (2) The product is [C:15]([C:4]1[CH:3]=[C:2]([NH2:1])[N:6]([C:7]2[CH:8]=[CH:9][C:10]([Cl:14])=[C:11]([O:13][CH2:27][CH2:26][O:25][CH:20]3[CH2:21][CH2:22][CH2:23][CH2:24][O:19]3)[CH:12]=2)[N:5]=1)([CH3:18])([CH3:17])[CH3:16]. The yield is 0.890. The catalyst is C1COCC1.O. The reactants are [NH2:1][C:2]1[N:6]([C:7]2[CH:8]=[CH:9][C:10]([Cl:14])=[C:11]([OH:13])[CH:12]=2)[N:5]=[C:4]([C:15]([CH3:18])([CH3:17])[CH3:16])[CH:3]=1.[O:19]1[CH2:24][CH2:23][CH2:22][CH2:21][CH:20]1[O:25][CH2:26][CH2:27]O.C1C=CC(P(C2C=CC=CC=2)C2C=CC=CC=2)=CC=1.CCOC(/N=N/C(OCC)=O)=O. (3) The reactants are [NH:1]1[C:7]2[CH:8]=[CH:9][CH:10]=[CH:11][C:6]=2[CH:5]=[CH:4][CH:3]=[CH:2]1.[CH:12](=O)[CH3:13].C(O[BH-](OC(=O)C)OC(=O)C)(=O)C.[Na+].C(O)(=O)C. The catalyst is ClCCl. The product is [CH2:12]([N:1]1[C:7]2[CH:8]=[CH:9][CH:10]=[CH:11][C:6]=2[CH:5]=[CH:4][CH:3]=[CH:2]1)[CH3:13]. The yield is 0.480. (4) The reactants are Br[C:2]1[CH:3]=[N:4][CH:5]=[CH:6][C:7]=1[N:8]1[CH2:13][CH2:12][CH:11]([C:14]([NH2:16])=[O:15])[CH2:10][CH2:9]1.[CH3:17][C:18]1[C:22](B(O)O)=[C:21]([CH3:26])[O:20][N:19]=1.C(=O)([O-])[O-].[Na+].[Na+]. The catalyst is C1C=CC([P]([Pd]([P](C2C=CC=CC=2)(C2C=CC=CC=2)C2C=CC=CC=2)([P](C2C=CC=CC=2)(C2C=CC=CC=2)C2C=CC=CC=2)[P](C2C=CC=CC=2)(C2C=CC=CC=2)C2C=CC=CC=2)(C2C=CC=CC=2)C2C=CC=CC=2)=CC=1.C(#N)C. The product is [CH3:17][C:18]1[C:22]([C:2]2[CH:3]=[N:4][CH:5]=[CH:6][C:7]=2[N:8]2[CH2:13][CH2:12][CH:11]([C:14]([NH2:16])=[O:15])[CH2:10][CH2:9]2)=[C:21]([CH3:26])[O:20][N:19]=1. The yield is 0.170. (5) The reactants are C[O:2][C:3]([C:5]1([C:8]2[CH:9]=[CH:10][C:11]3[O:15][CH:14]=[N:13][C:12]=3[CH:16]=2)[CH2:7][CH2:6]1)=[O:4].[Al+3].[Cl-].[Cl-].[Cl-].O. The catalyst is CCS. The product is [O:15]1[C:11]2[CH:10]=[CH:9][C:8]([C:5]3([C:3]([OH:4])=[O:2])[CH2:7][CH2:6]3)=[CH:16][C:12]=2[N:13]=[CH:14]1. The yield is 0.110. (6) The catalyst is C1(C)C=CC=CC=1. The product is [Br:10][C:11]1[C:12]([N:27]2[CH2:32][CH2:31][CH:30]([C:33]3[O:37][N:36]=[C:35]([CH:38]([CH3:40])[CH3:39])[N:34]=3)[CH2:29][CH2:28]2)=[C:13]([C@H:19]([OH:26])[C:20]([O:22][CH:23]([CH3:25])[CH3:24])=[O:21])[C:14]([CH3:18])=[N:15][C:16]=1[CH3:17]. The yield is 0.580. The reactants are O1C2C=CC=CC=2OB1.[Br:10][C:11]1[C:12]([N:27]2[CH2:32][CH2:31][CH:30]([C:33]3[O:37][N:36]=[C:35]([CH:38]([CH3:40])[CH3:39])[N:34]=3)[CH2:29][CH2:28]2)=[C:13]([C:19](=[O:26])[C:20]([O:22][CH:23]([CH3:25])[CH3:24])=[O:21])[C:14]([CH3:18])=[N:15][C:16]=1[CH3:17].CB1N2CCC[C@@H]2C(C2C=CC=CC=2)(C2C=CC=CC=2)O1.